Dataset: Forward reaction prediction with 1.9M reactions from USPTO patents (1976-2016). Task: Predict the product of the given reaction. Given the reactants I[C:2]1[N:25]([S:26]([C:29]2[CH:34]=[CH:33][CH:32]=[CH:31][CH:30]=2)(=[O:28])=[O:27])[C:5]2=[N:6][CH:7]=[CH:8][C:9]([C:10]3[C:11]([C:16]4[CH:21]=[CH:20][C:19]([N+:22]([O-:24])=[O:23])=[CH:18][CH:17]=4)=[N:12][N:13]([CH3:15])[CH:14]=3)=[C:4]2[CH:3]=1.CC1(C)C(C)(C)OB([C:43]2[CH:44]=[N:45][C:46]([N:49]3[CH2:54][CH2:53][N:52]([C:55]([O:57][C:58]([CH3:61])([CH3:60])[CH3:59])=[O:56])[CH2:51][CH2:50]3)=[N:47][CH:48]=2)O1.C([O-])(O)=O.[Na+], predict the reaction product. The product is: [CH3:15][N:13]1[CH:14]=[C:10]([C:9]2[CH:8]=[CH:7][N:6]=[C:5]3[N:25]([S:26]([C:29]4[CH:30]=[CH:31][CH:32]=[CH:33][CH:34]=4)(=[O:27])=[O:28])[C:2]([C:43]4[CH:48]=[N:47][C:46]([N:49]5[CH2:50][CH2:51][N:52]([C:55]([O:57][C:58]([CH3:61])([CH3:60])[CH3:59])=[O:56])[CH2:53][CH2:54]5)=[N:45][CH:44]=4)=[CH:3][C:4]=23)[C:11]([C:16]2[CH:21]=[CH:20][C:19]([N+:22]([O-:24])=[O:23])=[CH:18][CH:17]=2)=[N:12]1.